Dataset: Reaction yield outcomes from USPTO patents with 853,638 reactions. Task: Predict the reaction yield, written as a fraction of the theoretical maximum amount of product (1.0 means a 100% yield; for example, 0.34 means a 34% yield). (1) The reactants are [CH2:1]([NH2:3])[CH3:2].[CH3:4][N:5]([CH3:16])[S:6]([N:9]1[CH:13]=[C:12](C=O)[N:11]=[CH:10]1)(=[O:8])=[O:7].[BH4-].[Na+].O.[CH3:20]O. No catalyst specified. The product is [CH3:16][N:5]([CH3:4])[S:6]([N:9]1[C:13]([CH2:20][NH:3][CH2:1][CH3:2])=[CH:12][N:11]=[CH:10]1)(=[O:7])=[O:8]. The yield is 0.270. (2) The product is [Br:20][CH2:21][CH2:22][O:13][C:8]1[CH:7]=[CH:6][C:5]2[C:10](=[CH:11][CH:12]=[C:3]([O:2][CH3:1])[CH:4]=2)[CH:9]=1. The catalyst is CN(C=O)C. The reactants are [CH3:1][O:2][C:3]1[CH:4]=[C:5]2[C:10](=[CH:11][CH:12]=1)[CH:9]=[C:8]([OH:13])[CH:7]=[CH:6]2.C(=O)([O-])[O-].[Cs+].[Cs+].[Br:20][CH:21](Br)[CH3:22]. The yield is 0.300. (3) The reactants are [CH3:1][O:2][C:3]1[N:8]=[C:7]([CH2:9]O)[CH:6]=[CH:5][CH:4]=1.S(Cl)([Cl:13])=O.C(=O)([O-])O.[Na+]. The catalyst is ClCCl. The product is [Cl:13][CH2:9][C:7]1[CH:6]=[CH:5][CH:4]=[C:3]([O:2][CH3:1])[N:8]=1. The yield is 0.890. (4) The catalyst is C1COCC1. The yield is 0.720. The product is [OH:21][C:2]1[CH:10]=[C:9]([S:11][CH3:12])[CH:8]=[C:7]([NH:13][C:14]2[CH:15]=[C:16]([CH3:20])[CH:17]=[CH:18][CH:19]=2)[C:3]=1[C:4]([NH2:6])=[O:5]. The reactants are Cl[C:2]1[CH:10]=[C:9]([S:11][CH3:12])[CH:8]=[C:7]([NH:13][C:14]2[CH:15]=[C:16]([CH3:20])[CH:17]=[CH:18][CH:19]=2)[C:3]=1[C:4]([NH2:6])=[O:5].[OH2:21].[OH-].[Li+].